The task is: Predict the product of the given reaction.. This data is from Forward reaction prediction with 1.9M reactions from USPTO patents (1976-2016). Given the reactants [Cl:1][C:2]1[C:7]2[N:8]([CH2:18][CH:19]([CH3:21])[CH3:20])[C:9]([C:11]3[CH:12]=[N:13][C:14](Cl)=[CH:15][CH:16]=3)=[N:10][C:6]=2[CH:5]=[CH:4][CH:3]=1.[NH2:22][C:23]1[CH:28]=[CH:27][C:26]([CH3:29])=[CH:25][CH:24]=1, predict the reaction product. The product is: [Cl:1][C:2]1[C:7]2[N:8]([CH2:18][CH:19]([CH3:21])[CH3:20])[C:9]([C:11]3[CH:16]=[CH:15][C:14]([NH:22][C:23]4[CH:28]=[CH:27][C:26]([CH3:29])=[CH:25][CH:24]=4)=[N:13][CH:12]=3)=[N:10][C:6]=2[CH:5]=[CH:4][CH:3]=1.